Task: Predict which catalyst facilitates the given reaction.. Dataset: Catalyst prediction with 721,799 reactions and 888 catalyst types from USPTO (1) Reactant: [C:1]([O:5][C:6]([NH:8][C:9]1[CH:14]=[C:13]([O:15][C:16]2[CH:17]=[C:18]([CH2:22][CH2:23][C:24](O)=[O:25])[CH:19]=[CH:20][CH:21]=2)[CH:12]=[CH:11][N:10]=1)=[O:7])([CH3:4])([CH3:3])[CH3:2].[C:27]([C:31]1[CH:32]=[C:33]([CH:35]=[CH:36][CH:37]=1)[NH2:34])([CH3:30])([CH3:29])[CH3:28].CCN=C=NCCCN(C)C. The catalyst class is: 64. Product: [C:27]([C:31]1[CH:32]=[C:33]([NH:34][C:24](=[O:25])[CH2:23][CH2:22][C:18]2[CH:17]=[C:16]([CH:21]=[CH:20][CH:19]=2)[O:15][C:13]2[CH:12]=[CH:11][N:10]=[C:9]([NH:8][C:6](=[O:7])[O:5][C:1]([CH3:4])([CH3:2])[CH3:3])[CH:14]=2)[CH:35]=[CH:36][CH:37]=1)([CH3:30])([CH3:28])[CH3:29]. (2) Reactant: [C:1]([O:5][C:6]([NH:8][C@H:9]([C:26]([O:28]C)=[O:27])[CH2:10][CH2:11][CH2:12][CH2:13][NH:14][C:15](=[O:25])[CH2:16][O:17][CH2:18][CH2:19][O:20][CH2:21][CH2:22][O:23][CH3:24])=[O:7])([CH3:4])([CH3:3])[CH3:2].O.[Li+].[OH-]. Product: [C:1]([O:5][C:6]([NH:8][C@H:9]([C:26]([OH:28])=[O:27])[CH2:10][CH2:11][CH2:12][CH2:13][NH:14][C:15](=[O:25])[CH2:16][O:17][CH2:18][CH2:19][O:20][CH2:21][CH2:22][O:23][CH3:24])=[O:7])([CH3:4])([CH3:2])[CH3:3]. The catalyst class is: 1. (3) Reactant: [Cl:1][C:2]1[CH:3]=[C:4]([NH:8][C:9]([N:11]2[CH2:16][CH2:15][C:14]3[NH:17][N:18]=[C:19]([C:20]4[CH2:24][CH2:23][CH:22](O)[CH:21]=4)[C:13]=3[CH2:12]2)=[O:10])[CH:5]=[CH:6][CH:7]=1.CCN(S(F)(F)[F:32])CC. Product: [Cl:1][C:2]1[CH:3]=[C:4]([NH:8][C:9]([N:11]2[CH2:16][CH2:15][C:14]3[NH:17][N:18]=[C:19]([C:20]4[CH2:24][CH2:23][CH:22]([F:32])[CH:21]=4)[C:13]=3[CH2:12]2)=[O:10])[CH:5]=[CH:6][CH:7]=1. The catalyst class is: 2. (4) Reactant: [F:1][C:2]1[CH:3]=[C:4]([B:10]2[O:14][C:13]([CH3:16])([CH3:15])[C:12]([CH3:18])([CH3:17])[O:11]2)[C:5]([CH3:9])=[C:6]([CH:8]=1)[NH2:7].[CH:19]1([C:22]2[CH:31]=[CH:30][C:25]([C:26](OC)=[O:27])=[C:24]([F:32])[CH:23]=2)[CH2:21][CH2:20]1.C[Si]([N-][Si](C)(C)C)(C)C.[Na+]. Product: [CH:19]1([C:22]2[CH:31]=[CH:30][C:25]([C:26]([NH:7][C:6]3[CH:8]=[C:2]([F:1])[CH:3]=[C:4]([B:10]4[O:14][C:13]([CH3:16])([CH3:15])[C:12]([CH3:18])([CH3:17])[O:11]4)[C:5]=3[CH3:9])=[O:27])=[C:24]([F:32])[CH:23]=2)[CH2:20][CH2:21]1. The catalyst class is: 49. (5) Reactant: [CH2:1]([N:3]1[C:7]2[CH:8]=[CH:9][C:10]([C:12]3[C:13]([C:20]4[CH:21]=[C:22]([CH3:26])[CH:23]=[CH:24][CH:25]=4)=[N:14][N:15]([CH2:17][CH:18]=[O:19])[CH:16]=3)=[CH:11][C:6]=2[N:5]([CH2:27][CH3:28])[C:4]1=[O:29])[CH3:2].C(I)C=C.[CH2:34]([NH:36][CH2:37]C)[CH3:35]. Product: [CH2:1]([N:3]1[C:7]2[CH:8]=[CH:9][C:10]([C:12]3[C:13]([C:20]4[CH:21]=[C:22]([CH3:26])[CH:23]=[CH:24][CH:25]=4)=[N:14][N:15]([CH2:17][CH:18]([OH:19])[CH2:37][NH:36][CH2:34][CH3:35])[CH:16]=3)=[CH:11][C:6]=2[N:5]([CH2:27][CH3:28])[C:4]1=[O:29])[CH3:2]. The catalyst class is: 6. (6) Reactant: [Cl:1][C:2]1[CH:3]=[C:4]([NH:9][C:10]2[C:19]3[C:14](=[CH:15][C:16]([O:23][CH2:24][CH2:25][CH2:26][N:27]4[CH2:32][CH2:31][O:30][CH2:29][CH2:28]4)=[C:17]([N+:20]([O-:22])=[O:21])[CH:18]=3)[N:13]=[CH:12][N:11]=2)[CH:5]=[CH:6][C:7]=1[F:8].C(=O)([O-])[O-].[Cs+].[Cs+].[C:39](Cl)(=[O:41])[CH3:40]. Product: [Cl:1][C:2]1[CH:3]=[C:4]([N:9]([C:10]2[C:19]3[C:14](=[CH:15][C:16]([O:23][CH2:24][CH2:25][CH2:26][N:27]4[CH2:28][CH2:29][O:30][CH2:31][CH2:32]4)=[C:17]([N+:20]([O-:22])=[O:21])[CH:18]=3)[N:13]=[CH:12][N:11]=2)[C:39](=[O:41])[CH3:40])[CH:5]=[CH:6][C:7]=1[F:8]. The catalyst class is: 10. (7) Reactant: I[C:2]1[CH:7]=[CH:6][N:5]=[CH:4][CH:3]=1.[Li]CCCC.CCCCCC.[F:19][C:20]1[CH:25]=[CH:24][C:23]([C:26]2[S:30][C:29]([C:31](=[O:34])[CH2:32][CH3:33])=[N:28][N:27]=2)=[CH:22][CH:21]=1. Product: [F:19][C:20]1[CH:21]=[CH:22][C:23]([C:26]2[S:30][C:29]([C:31]([C:2]3[CH:7]=[CH:6][N:5]=[CH:4][CH:3]=3)([OH:34])[CH2:32][CH3:33])=[N:28][N:27]=2)=[CH:24][CH:25]=1. The catalyst class is: 1.